From a dataset of Forward reaction prediction with 1.9M reactions from USPTO patents (1976-2016). Predict the product of the given reaction. Given the reactants [CH3:1][C:2]1([CH3:37])[O:6][C@@H:5]2[O:7][C@H:8](/[CH:23]=[CH:24]/[C:25]3[CH:30]=[CH:29][C:28]([C:31]4[CH:32]=[N:33][CH:34]=[N:35][CH:36]=4)=[CH:27][CH:26]=3)[C@H:9]([CH2:10][CH2:11][N:12]3[C:17](=[O:18])[C:16]4[CH:19]=[CH:20][CH:21]=[CH:22][C:15]=4[N:14]=[N:13]3)[C@@H:4]2[O:3]1.O1CCCC1.[H][H], predict the reaction product. The product is: [CH3:1][C:2]1([CH3:37])[O:6][C@@H:5]2[O:7][C@H:8]([CH2:23][CH2:24][C:25]3[CH:26]=[CH:27][C:28]([C:31]4[CH:32]=[N:33][CH:34]=[N:35][CH:36]=4)=[CH:29][CH:30]=3)[C@H:9]([CH2:10][CH2:11][N:12]3[C:17](=[O:18])[C:16]4[CH:19]=[CH:20][CH:21]=[CH:22][C:15]=4[N:14]=[N:13]3)[C@@H:4]2[O:3]1.